This data is from Peptide-MHC class I binding affinity with 185,985 pairs from IEDB/IMGT. The task is: Regression. Given a peptide amino acid sequence and an MHC pseudo amino acid sequence, predict their binding affinity value. This is MHC class I binding data. The peptide sequence is YGLGSTPLY. The MHC is HLA-B07:02 with pseudo-sequence HLA-B07:02. The binding affinity (normalized) is 0.0847.